From a dataset of Forward reaction prediction with 1.9M reactions from USPTO patents (1976-2016). Predict the product of the given reaction. (1) Given the reactants [H-].[Na+].[C:3]1([C:9]2[CH:10]=[CH:11][C:12]3[NH:13][C:14]4[C:19]([C:20]=3[CH:21]=2)=[CH:18][C:17]([C:22]2[CH:27]=[CH:26][CH:25]=[CH:24][CH:23]=2)=[CH:16][CH:15]=4)[CH:8]=[CH:7][CH:6]=[CH:5][CH:4]=1.C1OCCOCCOCCOCCOC1.[Br:43][C:44]1[CH:52]=[CH:51][CH:50]=[CH:49][C:45]=1[C:46](Br)=O, predict the reaction product. The product is: [Br:43][C:44]1[CH:52]=[CH:51][CH:50]=[CH:49][C:45]=1[CH2:46][N:13]1[C:14]2[CH:15]=[CH:16][C:17]([C:22]3[CH:23]=[CH:24][CH:25]=[CH:26][CH:27]=3)=[CH:18][C:19]=2[C:20]2[C:12]1=[CH:11][CH:10]=[C:9]([C:3]1[CH:8]=[CH:7][CH:6]=[CH:5][CH:4]=1)[CH:21]=2. (2) The product is: [CH:19]1([CH2:22][NH:23][C:24](=[O:42])[NH:25][C:26]2[CH:41]=[CH:40][C:29]([C:30]([N:32]([CH:33]3[CH2:34][CH2:35][N:36]([CH2:2][C:3]4[CH:8]=[CH:7][CH:6]=[C:5]([C:9]([OH:18])([C:14]([F:17])([F:16])[F:15])[C:10]([F:13])([F:12])[F:11])[CH:4]=4)[CH2:37][CH2:38]3)[CH3:39])=[O:31])=[CH:28][CH:27]=2)[CH2:21][CH2:20]1. Given the reactants Br[CH2:2][C:3]1[CH:4]=[C:5]([C:9]([OH:18])([C:14]([F:17])([F:16])[F:15])[C:10]([F:13])([F:12])[F:11])[CH:6]=[CH:7][CH:8]=1.[CH:19]1([CH2:22][NH:23][C:24](=[O:42])[NH:25][C:26]2[CH:41]=[CH:40][C:29]([C:30]([N:32]([CH3:39])[CH:33]3[CH2:38][CH2:37][NH:36][CH2:35][CH2:34]3)=[O:31])=[CH:28][CH:27]=2)[CH2:21][CH2:20]1.[I-].[Na+].C(=O)([O-])[O-].[K+].[K+], predict the reaction product. (3) Given the reactants [Br:1][C:2]1[CH:3]=[C:4]2[C:8](=[CH:9][CH:10]=1)[NH:7][CH:6]=[CH:5]2.[F:11][C:12]1[CH:13]=[C:14]([CH:18]=[CH:19][CH:20]=1)[C:15](Cl)=[O:16].[Cl-].[Cl-].[Cl-].[Al+3], predict the reaction product. The product is: [Br:1][C:2]1[CH:3]=[C:4]2[C:8](=[CH:9][CH:10]=1)[NH:7][CH:6]=[C:5]2[C:15]([C:14]1[CH:18]=[CH:19][CH:20]=[C:12]([F:11])[CH:13]=1)=[O:16]. (4) Given the reactants [F:1][C:2]([F:23])([F:22])[C:3]1[CH:8]=[CH:7][C:6]([C:9](=[O:21])[CH2:10][C:11]2[CH:16]=[CH:15][C:14]([C:17]([F:20])([F:19])[F:18])=[CH:13][CH:12]=2)=[CH:5][CH:4]=1.C1C(=O)N(Br)C(=[O:27])C1, predict the reaction product. The product is: [F:1][C:2]([F:22])([F:23])[C:3]1[CH:8]=[CH:7][C:6]([C:9](=[O:21])[C:10]([C:11]2[CH:16]=[CH:15][C:14]([C:17]([F:20])([F:18])[F:19])=[CH:13][CH:12]=2)=[O:27])=[CH:5][CH:4]=1.